Dataset: Forward reaction prediction with 1.9M reactions from USPTO patents (1976-2016). Task: Predict the product of the given reaction. (1) The product is: [C:12]([O:16][C:17](=[O:24])[NH:18][C@H:19]1[CH2:23][CH2:22][N:21]([C:3]2[C:2]([Cl:1])=[CH:10][C:6]([C:7](=[O:8])[NH2:9])=[CH:5][N:4]=2)[CH2:20]1)([CH3:15])([CH3:13])[CH3:14]. Given the reactants [Cl:1][C:2]1[C:3](Cl)=[N:4][CH:5]=[C:6]([CH:10]=1)[C:7]([NH2:9])=[O:8].[C:12]([O:16][C:17](=[O:24])[NH:18][C@H:19]1[CH2:23][CH2:22][NH:21][CH2:20]1)([CH3:15])([CH3:14])[CH3:13].CN(C=O)C.CCN(C(C)C)C(C)C, predict the reaction product. (2) Given the reactants Cl[CH2:2][C@H:3]([C:5]1[CH:10]=[CH:9][CH:8]=[CH:7][CH:6]=1)[OH:4].[CH3:11][CH:12]([CH3:28])[C:13]([NH:15][C:16]1[CH:21]=[CH:20][CH:19]=[C:18]([CH:22]2[CH2:27][CH2:26][NH:25][CH2:24][CH2:23]2)[CH:17]=1)=[O:14], predict the reaction product. The product is: [OH:4][C@@H:3]([C:5]1[CH:10]=[CH:9][CH:8]=[CH:7][CH:6]=1)[CH2:2][N:25]1[CH2:26][CH2:27][CH:22]([C:18]2[CH:17]=[C:16]([NH:15][C:13](=[O:14])[CH:12]([CH3:11])[CH3:28])[CH:21]=[CH:20][CH:19]=2)[CH2:23][CH2:24]1. (3) Given the reactants [C:1]([N:9]1[CH2:14][CH2:13][N:12]([C:15](=[O:36])[C:16]([C:18]2[C:26]3[C:21](=[C:22]([C:29]4[N:30]=[CH:31][C:32]([OH:35])=[N:33][CH:34]=4)[N:23]=[CH:24][C:25]=3[O:27][CH3:28])[NH:20][CH:19]=2)=[O:17])[CH2:11][CH2:10]1)(=[O:8])[C:2]1[CH:7]=[CH:6][CH:5]=[CH:4][CH:3]=1.[C:37]([O-])([O-])=O.[K+].[K+], predict the reaction product. The product is: [C:1]([N:9]1[CH2:14][CH2:13][N:12]([C:15](=[O:36])[C:16]([C:18]2[C:26]3[C:21](=[C:22]([C:29]4[N:30]=[CH:31][C:32](=[O:35])[N:33]([CH3:37])[CH:34]=4)[N:23]=[CH:24][C:25]=3[O:27][CH3:28])[NH:20][CH:19]=2)=[O:17])[CH2:11][CH2:10]1)(=[O:8])[C:2]1[CH:7]=[CH:6][CH:5]=[CH:4][CH:3]=1. (4) Given the reactants [C:1]([C:4]1[C:9]([O:10][CH3:11])=[CH:8][C:7]([C:12]2[CH:13]=[CH:14][C:15]([N:18]3[CH2:24][CH2:23][CH2:22][N:21]([C:25]4[CH:30]=[CH:29][C:28]([C:31]5[CH:36]=[C:35]([O:37][CH3:38])[C:34]([C:39](=[O:41])[CH3:40])=[C:33]([O:42][CH3:43])[CH:32]=5)=[CH:27][N:26]=4)[CH2:20][CH2:19]3)=[N:16][CH:17]=2)=[CH:6][C:5]=1[O:44][CH3:45])(=[O:3])[CH3:2].[CH3:46][S:47]([OH:50])(=[O:49])=[O:48].CO, predict the reaction product. The product is: [CH3:46][S:47]([OH:50])(=[O:49])=[O:48].[CH3:46][S:47]([OH:50])(=[O:49])=[O:48].[C:39]([C:34]1[C:35]([O:37][CH3:38])=[CH:36][C:31]([C:28]2[CH:29]=[CH:30][C:25]([N:21]3[CH2:22][CH2:23][CH2:24][N:18]([C:15]4[CH:14]=[CH:13][C:12]([C:7]5[CH:6]=[C:5]([O:44][CH3:45])[C:4]([C:1](=[O:3])[CH3:2])=[C:9]([O:10][CH3:11])[CH:8]=5)=[CH:17][N:16]=4)[CH2:19][CH2:20]3)=[N:26][CH:27]=2)=[CH:32][C:33]=1[O:42][CH3:43])(=[O:41])[CH3:40]. (5) Given the reactants [CH3:1][O:2][C:3]1[C:8]([CH3:9])=[C:7]([CH3:10])[C:6]([O:11][CH3:12])=[C:5]([CH3:13])[C:4]=1[CH2:14]/[CH:15]=[C:16](\[CH3:22])/[CH2:17][CH2:18][CH2:19][CH2:20][OH:21].[CH3:23][C:24](OC(C)=O)=[O:25], predict the reaction product. The product is: [C:24]([O:21][CH2:20][CH2:19][CH2:18][CH2:17]/[C:16](/[CH3:22])=[CH:15]/[CH2:14][C:4]1[C:5]([CH3:13])=[C:6]([O:11][CH3:12])[C:7]([CH3:10])=[C:8]([CH3:9])[C:3]=1[O:2][CH3:1])(=[O:25])[CH3:23]. (6) Given the reactants [CH3:1][CH:2]([NH2:9])[CH2:3][C:4]1[S:5][CH:6]=[CH:7][CH:8]=1.ClC(Cl)C.Cl[C:15](Cl)([O:17]C(=O)OC(Cl)(Cl)Cl)Cl, predict the reaction product. The product is: [N:9]([CH:2]([CH3:1])[CH2:3][C:4]1[S:5][CH:6]=[CH:7][CH:8]=1)=[C:15]=[O:17]. (7) Given the reactants [NH2:1][C:2]1[N:7]=[C:6]([NH2:8])[C:5]([O:9][C:10]2[C:11]([CH:21]([CH3:23])[CH3:22])=[CH:12][C:13]([O:19][CH3:20])=[C:14]([C:16](=[O:18])[CH3:17])[CH:15]=2)=[CH:4][N:3]=1.[BH4-].[Na+].[NH4+].[Cl-], predict the reaction product. The product is: [NH2:1][C:2]1[N:7]=[C:6]([NH2:8])[C:5]([O:9][C:10]2[C:11]([CH:21]([CH3:23])[CH3:22])=[CH:12][C:13]([O:19][CH3:20])=[C:14]([CH:16]([OH:18])[CH3:17])[CH:15]=2)=[CH:4][N:3]=1. (8) Given the reactants S(=O)(=O)(O)O.N[C:7]1[CH:14]=[CH:13][C:10]([C:11]#[N:12])=[C:9]([Cl:15])[C:8]=1[F:16].N([O-])=O.[Na+].[I-:21].[K+], predict the reaction product. The product is: [Cl:15][C:9]1[C:8]([F:16])=[C:7]([I:21])[CH:14]=[CH:13][C:10]=1[C:11]#[N:12].